Dataset: Full USPTO retrosynthesis dataset with 1.9M reactions from patents (1976-2016). Task: Predict the reactants needed to synthesize the given product. (1) Given the product [C:17]1([C:7]2([C:1]3[CH:6]=[CH:5][CH:4]=[CH:3][CH:2]=3)[O:11][C:10]3[CH:12]=[CH:13][C:14]([NH:16][S:38]([C:32]4[CH:37]=[CH:36][CH:35]=[CH:34][CH:33]=4)(=[O:40])=[O:39])=[CH:15][C:9]=3[O:8]2)[CH:18]=[CH:19][CH:20]=[CH:21][CH:22]=1, predict the reactants needed to synthesize it. The reactants are: [C:1]1([C:7]2([C:17]3[CH:22]=[CH:21][CH:20]=[CH:19][CH:18]=3)[O:11][C:10]3[CH:12]=[CH:13][C:14]([NH2:16])=[CH:15][C:9]=3[O:8]2)[CH:6]=[CH:5][CH:4]=[CH:3][CH:2]=1.C(N(C(C)C)C(C)C)C.[C:32]1([S:38](Cl)(=[O:40])=[O:39])[CH:37]=[CH:36][CH:35]=[CH:34][CH:33]=1. (2) Given the product [CH2:3]([N:6]([C:16]1[CH:21]=[CH:20][C:19]([Cl:22])=[CH:18][C:17]=1[CH:23]([C:24]1[CH:29]=[CH:28][CH:27]=[C:26]([O:30][CH3:31])[C:25]=1[O:32][CH3:33])[OH:34])[C:7](=[O:15])/[CH:8]=[CH:9]/[C:10]([O:12][CH2:13][CH3:14])=[O:11])[CH:4]=[CH2:5], predict the reactants needed to synthesize it. The reactants are: [BH4-].[Na+].[CH2:3]([N:6]([C:16]1[CH:21]=[CH:20][C:19]([Cl:22])=[CH:18][C:17]=1[C:23](=[O:34])[C:24]1[CH:29]=[CH:28][CH:27]=[C:26]([O:30][CH3:31])[C:25]=1[O:32][CH3:33])[C:7](=[O:15])/[CH:8]=[CH:9]/[C:10]([O:12][CH2:13][CH3:14])=[O:11])[CH:4]=[CH2:5].C(OCC)(=O)C. (3) Given the product [CH2:18]([O:20][P:21](=[O:25])([O:22][CH2:23][CH3:24])[O:17][C:8]1[CH:9]=[CH:10][C:11]([C:13]([CH3:16])([CH3:15])[CH3:14])=[CH:12][C:7]=1[C:3]([CH3:6])([CH3:5])[CH3:4])[CH3:19], predict the reactants needed to synthesize it. The reactants are: [H-].[Na+].[C:3]([C:7]1[CH:12]=[C:11]([C:13]([CH3:16])([CH3:15])[CH3:14])[CH:10]=[CH:9][C:8]=1[OH:17])([CH3:6])([CH3:5])[CH3:4].[CH2:18]([O:20][P:21](Cl)(=[O:25])[O:22][CH2:23][CH3:24])[CH3:19]. (4) Given the product [Cl:1][C:2]1[CH:8]=[C:7]([CH3:9])[CH:6]=[CH:5][C:3]=1[S:15]([Cl:10])(=[O:17])=[O:16], predict the reactants needed to synthesize it. The reactants are: [Cl:1][C:2]1[CH:8]=[C:7]([CH3:9])[CH:6]=[CH:5][C:3]=1N.[ClH:10].N([O-])=O.[Na+].[S:15](=[O:17])=[O:16]. (5) Given the product [C:13]1([C:12]2[C:8]([C:6]3[CH:5]=[CH:4][N:3]=[C:2]([NH:25][CH:22]([CH3:24])[CH3:23])[CH:7]=3)=[C:9]3[CH2:21][CH2:20][CH2:19][N:10]3[N:11]=2)[CH:18]=[CH:17][CH:16]=[CH:15][CH:14]=1, predict the reactants needed to synthesize it. The reactants are: F[C:2]1[CH:7]=[C:6]([C:8]2[C:12]([C:13]3[CH:18]=[CH:17][CH:16]=[CH:15][CH:14]=3)=[N:11][N:10]3[CH2:19][CH2:20][CH2:21][C:9]=23)[CH:5]=[CH:4][N:3]=1.[CH:22]([NH2:25])([CH3:24])[CH3:23]. (6) The reactants are: [NH2:1][C:2]1[CH:7]=[CH:6][C:5]([C:8]([C:10]2[CH:15]=[CH:14][CH:13]=[CH:12][C:11]=2[CH3:16])=[O:9])=[C:4]([Cl:17])[CH:3]=1.C1C=CC(P([C:44]2[C:45](C3C(P(C4C=CC=CC=4)C4C=CC=CC=4)=C[CH:48]=[C:47]4[C:42]=3[CH:43]=[CH:44][CH:45]=[CH:46]4)=[C:46]3[C:47]([CH:48]=CC=C3)=[CH:42][CH:43]=2)C2C=CC=CC=2)=CC=1.[C:64]([O-:67])([O-])=[O:65].[Cs+].[Cs+].[O:70]1[CH2:75][CH2:74][O:73][CH2:72][CH2:71]1. Given the product [Cl:17][C:4]1[CH:3]=[C:2]([NH:1][C:42]2[CH:43]=[CH:44][CH:45]=[CH:46][C:47]=2[CH2:48][O:9][CH2:8][CH2:5][O:70][CH2:75][CH2:74][O:73][CH2:72][CH2:71][O:65][CH:64]2[CH2:4][CH2:3][CH2:2][CH2:7][O:67]2)[CH:7]=[CH:6][C:5]=1[C:8]([C:10]1[CH:15]=[CH:14][CH:13]=[CH:12][C:11]=1[CH3:16])=[O:9], predict the reactants needed to synthesize it.